From a dataset of Full USPTO retrosynthesis dataset with 1.9M reactions from patents (1976-2016). Predict the reactants needed to synthesize the given product. (1) Given the product [C:16]1([N:1]2[C:9]3[C:4](=[CH:5][CH:6]=[C:7]([CH:10]=[O:11])[CH:8]=3)[CH:3]=[CH:2]2)[CH:25]=[CH:24][CH:19]=[CH:18][CH:17]=1, predict the reactants needed to synthesize it. The reactants are: [NH:1]1[C:9]2[C:4](=[CH:5][CH:6]=[C:7]([CH:10]=[O:11])[CH:8]=2)[CH:3]=[CH:2]1.N1[C:25]2[C:16](=[CH:17][CH:18]=[C:19]3[C:24]=2N=CC=C3)C=CC=1.C(=CC(/C=C/C1C=CC=CC=1)=O)C1C=CC=CC=1.C(=O)([O-])[O-].[Cs+].[Cs+].IC1C=CC=CC=1. (2) Given the product [N:22]1[CH:27]=[CH:26][CH:25]=[CH:24][C:23]=1[CH2:28][C:29]([N:12]1[C:20]2[C:15](=[CH:16][CH:17]=[CH:18][CH:19]=2)[CH2:14][CH2:13]1)=[O:30], predict the reactants needed to synthesize it. The reactants are: CN(C)CCCN=C=NCC.[NH:12]1[C:20]2[C:15](=[CH:16][CH:17]=[CH:18][CH:19]=2)[CH2:14][CH2:13]1.Cl.[N:22]1[CH:27]=[CH:26][CH:25]=[CH:24][C:23]=1[CH2:28][C:29](O)=[O:30].ON1C2C=CC=CC=2N=N1.C(=O)([O-])[O-].[K+].[K+]. (3) The reactants are: [C@H:1]1([NH:10][C:11]2[CH:20]=[CH:19][C:18]3[C:13](=[CH:14][CH:15]=[C:16]([NH2:21])[CH:17]=3)[N:12]=2)[C:9]2[C:4](=[CH:5][CH:6]=[CH:7][CH:8]=2)[CH2:3][CH2:2]1.C(O)(=O)C.[C:26]([O:30][C:31](=[O:37])[N:32]([CH3:36])[CH2:33][CH:34]=O)([CH3:29])([CH3:28])[CH3:27].C([BH3-])#N.[Na+].C([O-])(O)=O.[Na+]. Given the product [C:26]([O:30][C:31](=[O:37])[N:32]([CH2:33][CH2:34][NH:21][C:16]1[CH:17]=[C:18]2[C:13](=[CH:14][CH:15]=1)[N:12]=[C:11]([NH:10][C@H:1]1[C:9]3[C:4](=[CH:5][CH:6]=[CH:7][CH:8]=3)[CH2:3][CH2:2]1)[CH:20]=[CH:19]2)[CH3:36])([CH3:29])([CH3:28])[CH3:27], predict the reactants needed to synthesize it. (4) Given the product [C:12]([O:16][C:17]([N:19]1[CH2:24][CH2:23][CH:22]([NH:25][C:2]2[CH:7]=[CH:6][C:5]([C:8]([F:11])([F:10])[F:9])=[CH:4][N:3]=2)[CH2:21][CH2:20]1)=[O:18])([CH3:15])([CH3:13])[CH3:14], predict the reactants needed to synthesize it. The reactants are: Cl[C:2]1[CH:7]=[CH:6][C:5]([C:8]([F:11])([F:10])[F:9])=[CH:4][N:3]=1.[C:12]([O:16][C:17]([N:19]1[CH2:24][CH2:23][CH:22]([NH2:25])[CH2:21][CH2:20]1)=[O:18])([CH3:15])([CH3:14])[CH3:13].[OH-].[Na+].